Dataset: Tox21: 12 toxicity assays (nuclear receptors and stress response pathways). Task: Binary classification across 12 toxicity assays. (1) The compound is [TlH2+]. It tested positive (active) for: NR-Aromatase (Aromatase enzyme inhibition). (2) The compound is CCCc1nc(C)c2c(=O)nc(-c3cc(S(=O)(=O)N4CCN(CC)CC4)ccc3OCC)[nH]n12.O=C(O)CC(O)(CC(=O)O)C(=O)O. It tested positive (active) for: SR-ARE (Antioxidant Response Element (oxidative stress)). (3) The compound is OC[C@H]1O[C@H](O[C@@H]2[C@@H](CO)O[C@H](O[C@@H]3[C@@H](CO)O[C@H](O)[C@H](O)[C@H]3O)[C@H](O)[C@H]2O)[C@H](O)[C@@H](O)[C@@H]1O. It tested positive (active) for: NR-AR (Androgen Receptor agonist activity), NR-AR-LBD (Androgen Receptor Ligand Binding Domain agonist), and NR-ER (Estrogen Receptor agonist activity). (4) The compound is COC(=O)Nc1nc2ccccc2[nH]1. It tested positive (active) for: NR-AhR (Aryl hydrocarbon Receptor agonist activity), and SR-p53 (p53 tumor suppressor activation). (5) The molecule is O=C1OC2(c3cc(Br)c(O)c(Br)c3Oc3c2cc(Br)c(O)c3Br)c2c(Cl)c(Cl)c(Cl)c(Cl)c21. It tested positive (active) for: SR-HSE (Heat Shock Element response). (6) The compound is N#Cc1ccc2c(c1)N(CCCN1CCC(O)CC1)c1ccccc1S2. It tested positive (active) for: SR-p53 (p53 tumor suppressor activation).